This data is from Catalyst prediction with 721,799 reactions and 888 catalyst types from USPTO. The task is: Predict which catalyst facilitates the given reaction. (1) Reactant: [CH2:1]([O:3][C:4]1([O:22][CH2:23][CH3:24])[CH2:9][CH2:8][NH:7][CH:6]([CH2:10][N:11]2[C:19](=[O:20])[C:18]3[C:13](=[CH:14][CH:15]=[CH:16][CH:17]=3)[C:12]2=[O:21])[CH2:5]1)[CH3:2].C=O.[C:27](O[BH-](OC(=O)C)OC(=O)C)(=O)C.[Na+]. Product: [CH2:1]([O:3][C:4]1([O:22][CH2:23][CH3:24])[CH2:9][CH2:8][N:7]([CH3:27])[CH:6]([CH2:10][N:11]2[C:19](=[O:20])[C:18]3[C:13](=[CH:14][CH:15]=[CH:16][CH:17]=3)[C:12]2=[O:21])[CH2:5]1)[CH3:2]. The catalyst class is: 10. (2) Product: [CH2:1]([N:8]([S:9]([CH2:12][P:18]([O:23][CH2:16][CH3:17])([O:20][CH2:21][CH3:22])=[O:19])(=[O:11])=[O:10])[P:18](=[O:19])([O:23][CH2:24][CH3:25])[O:20][CH2:21][CH3:22])[C:2]1[CH:7]=[CH:6][CH:5]=[CH:4][CH:3]=1. The catalyst class is: 1. Reactant: [CH2:1]([NH:8][S:9]([CH3:12])(=[O:11])=[O:10])[C:2]1[CH:7]=[CH:6][CH:5]=[CH:4][CH:3]=1.[Li]CC[CH2:16][CH3:17].[P:18](Cl)([O:23][CH2:24][CH3:25])([O:20][CH2:21][CH3:22])=[O:19]. (3) Reactant: [F:1][C:2]1[CH:3]=[C:4]2[C:8](=[CH:9][CH:10]=1)[NH:7][C:6](=[O:11])[CH2:5]2.CN(C)[CH2:14][CH2:15]N(C)C.[Li]CCCC.BrCCBr. Product: [F:1][C:2]1[CH:3]=[C:4]2[C:8](=[CH:9][CH:10]=1)[NH:7][C:6](=[O:11])[C:5]12[CH2:15][CH2:14]1. The catalyst class is: 1. (4) Product: [CH2:1]([O:3][C:4]1[CH:5]=[C:6]([CH2:7][OH:8])[CH:9]=[CH:10][C:11]=1[O:12][Si:16]([CH:20]([CH3:22])[CH3:21])([CH:17]([CH3:19])[CH3:18])[CH:13]([CH3:15])[CH3:14])[CH3:2]. Reactant: [CH2:1]([O:3][C:4]1[CH:5]=[C:6]([CH:9]=[CH:10][C:11]=1[OH:12])[CH:7]=[O:8])[CH3:2].[CH:13]([Si:16](Cl)([CH:20]([CH3:22])[CH3:21])[CH:17]([CH3:19])[CH3:18])([CH3:15])[CH3:14].N1C=CN=C1. The catalyst class is: 9. (5) Reactant: O[CH2:2][CH2:3][C:4]1[C:5]([CH3:24])=[N:6][C:7]2[N:8]([N:11]=[C:12]([CH3:23])[C:13]=2[C:14]2[C:19]([CH3:20])=[CH:18][C:17]([CH3:21])=[CH:16][C:15]=2[CH3:22])[C:9]=1[OH:10].S(Cl)(Cl)=O. Product: [C:19]1([CH3:20])[CH:18]=[C:17]([CH3:21])[CH:16]=[C:15]([CH3:22])[C:14]=1[C:13]1[C:12]([CH3:23])=[N:11][N:8]2[C:9]3[O:10][CH2:2][CH2:3][C:4]=3[C:5]([CH3:24])=[N:6][C:7]=12. The catalyst class is: 48. (6) Reactant: [Br:1][C:2]1[CH:3]=[C:4]2[C:12](=[CH:13][CH:14]=1)[N:11]([C:15]1[CH:20]=[CH:19][C:18]([N+:21]([O-:23])=[O:22])=[CH:17][C:16]=1[CH3:24])[C:10]1[CH:9]=[CH:8][CH:7]=[C:6]([C:25]([O:27]C)=[O:26])[C:5]2=1.B(O)O. Product: [Br:1][C:2]1[CH:3]=[C:4]2[C:12](=[CH:13][CH:14]=1)[N:11]([C:15]1[CH:20]=[CH:19][C:18]([N+:21]([O-:23])=[O:22])=[CH:17][C:16]=1[CH3:24])[C:10]1[CH:9]=[CH:8][CH:7]=[C:6]([C:25]([OH:27])=[O:26])[C:5]2=1. The catalyst class is: 10.